Dataset: Caco-2 cell permeability data measuring drug intestinal absorption for ~900 compounds. Task: Regression/Classification. Given a drug SMILES string, predict its absorption, distribution, metabolism, or excretion properties. Task type varies by dataset: regression for continuous measurements (e.g., permeability, clearance, half-life) or binary classification for categorical outcomes (e.g., BBB penetration, CYP inhibition). For this dataset (caco2_wang), we predict Y. (1) The drug is CCCCCN(CCCOC)C(=O)[C@@H](CCC(=O)O)NC(=O)c1ccc(Cl)c(Cl)c1. The Y is -5.14 log Papp (cm/s). (2) The drug is C[C@@H]1O[C@@H](O[C@H]2C[C@@H](O)[C@]3(CO)[C@H]4[C@H](O)C[C@]5(C)[C@@H](C6=CC(=O)OC6)CC[C@]5(O)[C@@H]4CC[C@]3(O)C2)[C@H](O)[C@H](O)[C@H]1O. The Y is -7.23 log Papp (cm/s). (3) The drug is COC(C)(C)CC[C@@H](O)[C@](C)(O)[C@H]1CC[C@@]2(O)C3=CC(=O)[C@@H]4C[C@@H](O)[C@@H](O)C[C@@]4(C)C3CC[C@]12C. The Y is -4.76 log Papp (cm/s). (4) The compound is CCC(=S)NC[C@H]1CN(c2ccc(N3CCN(C(=O)CO)CC3)c(F)c2)C(=O)O1. The Y is -4.74 log Papp (cm/s). (5) The drug is C[C@@H]1NC(=O)[C@@H](C)NC(=O)[C@H](C)N(C)C(=O)[C@@H](C)NC(=O)[C@@H](C)N(C)C(=O)[C@H](C)NC1=O. The Y is -5.82 log Papp (cm/s).